This data is from NCI-60 drug combinations with 297,098 pairs across 59 cell lines. The task is: Regression. Given two drug SMILES strings and cell line genomic features, predict the synergy score measuring deviation from expected non-interaction effect. Drug 1: C1=CC(=CC=C1CCC2=CNC3=C2C(=O)NC(=N3)N)C(=O)NC(CCC(=O)O)C(=O)O. Drug 2: CC1=C2C(C(=O)C3(C(CC4C(C3C(C(C2(C)C)(CC1OC(=O)C(C(C5=CC=CC=C5)NC(=O)C6=CC=CC=C6)O)O)OC(=O)C7=CC=CC=C7)(CO4)OC(=O)C)O)C)OC(=O)C. Cell line: M14. Synergy scores: CSS=31.2, Synergy_ZIP=-10.5, Synergy_Bliss=-11.5, Synergy_Loewe=-9.49, Synergy_HSA=-8.74.